From a dataset of Full USPTO retrosynthesis dataset with 1.9M reactions from patents (1976-2016). Predict the reactants needed to synthesize the given product. The reactants are: [Cl:1][C:2]1[CH:3]=[C:4]2[C:9](=[CH:10][CH:11]=1)[O:8][CH:7]=[C:6]([CH:12]=O)[C:5]2=[O:14].[CH2:15]([O:17][C:18]([C:20]#[C:21][C:22]([O:24][CH2:25][CH3:26])=[O:23])=[O:19])[CH3:16].C1(P(C2C=CC=CC=2)C2C=CC=CC=2)C=CC=CC=1.[CH3:46][O:47][C:48]1[CH:59]=[C:58]2[C:51]([NH:52][CH:53]=[C:54]2[CH2:55][CH2:56][NH2:57])=[CH:50][CH:49]=1. Given the product [CH2:25]([O:24][C:22]([C:21]1[C:20]2([C:18]([O:17][CH2:15][CH3:16])=[O:19])[N:57]([CH2:56][CH2:55][C:54]3[C:58]4[C:51](=[CH:50][CH:49]=[C:48]([O:47][CH3:46])[CH:59]=4)[NH:52][C:53]=32)[CH:7]=[C:6]([C:5](=[O:14])[C:4]2[CH:3]=[C:2]([Cl:1])[CH:11]=[CH:10][C:9]=2[OH:8])[CH:12]=1)=[O:23])[CH3:26], predict the reactants needed to synthesize it.